From a dataset of Full USPTO retrosynthesis dataset with 1.9M reactions from patents (1976-2016). Predict the reactants needed to synthesize the given product. (1) Given the product [C:1]([OH:6])(=[O:5])[C@H:2]([CH3:4])[OH:3].[CH3:7][C@H:8]1[O:15][C:13](=[O:14])[C@@H:12]([CH3:16])[O:11][C:9]1=[O:10], predict the reactants needed to synthesize it. The reactants are: [C:1]([OH:6])(=[O:5])[CH:2]([CH3:4])[OH:3].[CH3:7][C@@H:8]1[O:15][C:13](=[O:14])[C@H:12]([CH3:16])[O:11][C:9]1=[O:10]. (2) Given the product [C:20]([O:24][C:25]([N:27]1[CH:32]2[CH2:33][CH2:34][CH:28]1[CH2:29][C:30]([C:19]1[CH:18]=[CH:17][N:16]=[CH:15][C:14]=1[Cl:13])([OH:35])[CH2:31]2)=[O:26])([CH3:23])([CH3:21])[CH3:22], predict the reactants needed to synthesize it. The reactants are: C([Li])CCC.C(NC(C)C)(C)C.[Cl:13][C:14]1[CH:15]=[N:16][CH:17]=[CH:18][CH:19]=1.[C:20]([O:24][C:25]([N:27]1[CH:32]2[CH2:33][CH2:34][CH:28]1[CH2:29][C:30](=[O:35])[CH2:31]2)=[O:26])([CH3:23])([CH3:22])[CH3:21].[Cl-].[NH4+]. (3) Given the product [CH:1]1([S:6]([C:8]2[CH:9]=[C:10]([CH3:17])[CH:11]=[CH:12][C:13]=2[NH:14][C:25]([NH:44][C:45]2[S:46][CH:47]=[CH:48][N:49]=2)=[O:27])=[O:7])[CH2:5][CH2:4][CH2:3][CH2:2]1, predict the reactants needed to synthesize it. The reactants are: [CH:1]1([S:6]([C:8]2[CH:9]=[C:10]([CH3:17])[CH:11]=[CH:12][C:13]=2[N+:14]([O-])=O)=[O:7])[CH2:5][CH2:4][CH2:3][CH2:2]1.C1C=C(Cl)C=C([C:25]([O:27]O)=O)C=1.C1(S(C2C=C(C)C=CC=2N)=O)CCCC1.[NH2:44][C:45]1[S:46][CH:47]=[CH:48][N:49]=1. (4) Given the product [CH:10]1([CH:15]([C:19]2[CH:24]=[CH:23][C:22]([CH2:25][N:26]3[C:31](=[O:32])[CH2:30][O:29][C:28]([C:33]4[CH:38]=[CH:37][CH:36]=[CH:35][CH:34]=4)=[N:27]3)=[CH:21][CH:20]=2)[C:16]([NH:39][CH:40]([CH3:54])[CH2:41][CH2:42][CH2:43][C:44]2([C:47]([O:49][C:50]([CH3:53])([CH3:52])[CH3:51])=[O:48])[CH2:45][CH2:46]2)=[O:17])[CH2:14][CH2:13][CH2:12][CH2:11]1, predict the reactants needed to synthesize it. The reactants are: CCN(C(C)C)C(C)C.[CH:10]1([CH:15]([C:19]2[CH:24]=[CH:23][C:22]([CH2:25][N:26]3[C:31](=[O:32])[CH2:30][O:29][C:28]([C:33]4[CH:38]=[CH:37][CH:36]=[CH:35][CH:34]=4)=[N:27]3)=[CH:21][CH:20]=2)[C:16](O)=[O:17])[CH2:14][CH2:13][CH2:12][CH2:11]1.[NH2:39][CH:40]([CH3:54])[CH2:41][CH2:42][CH2:43][C:44]1([C:47]([O:49][C:50]([CH3:53])([CH3:52])[CH3:51])=[O:48])[CH2:46][CH2:45]1.CN(C(ON1N=NC2C=CC=NC1=2)=[N+](C)C)C.F[P-](F)(F)(F)(F)F. (5) Given the product [CH2:1]([N:8]1[C:16]2[C:11](=[N:12][C:13]([Cl:17])=[CH:14][CH:15]=2)[CH:10]=[C:9]1[C:28]1[CH:27]=[N:26][N:25]([CH:20]2[CH2:21][CH2:22][CH2:23][CH2:24][O:19]2)[CH:29]=1)[C:2]1[CH:7]=[CH:6][CH:5]=[CH:4][CH:3]=1, predict the reactants needed to synthesize it. The reactants are: [CH2:1]([N:8]1[C:16]2[C:11](=[N:12][C:13]([Cl:17])=[CH:14][CH:15]=2)[CH:10]=[C:9]1Br)[C:2]1[CH:7]=[CH:6][CH:5]=[CH:4][CH:3]=1.[O:19]1[CH2:24][CH2:23][CH2:22][CH2:21][CH:20]1[N:25]1[CH:29]=[C:28](B2OC(C)(C)C(C)(C)O2)[CH:27]=[N:26]1.C([O-])([O-])=O.[Na+].[Na+].